From a dataset of Reaction yield outcomes from USPTO patents with 853,638 reactions. Predict the reaction yield, written as a fraction of the theoretical maximum amount of product (1.0 means a 100% yield; for example, 0.34 means a 34% yield). (1) The reactants are [Cl:1][CH2:2][CH2:3][C:4]([C:6]1[CH:11]=[CH:10][C:9]([F:12])=[CH:8][CH:7]=1)=[O:5].[NH4+].[Cl-].I[CH2:16][C:17]([CH3:19])=[CH2:18]. The catalyst is C1COCC1.[Zn]. The product is [Cl:1][CH2:2][CH2:3][C:4]([C:6]1[CH:7]=[CH:8][C:9]([F:12])=[CH:10][CH:11]=1)([OH:5])[CH2:18][C:17]([CH3:19])=[CH2:16]. The yield is 0.760. (2) The reactants are [CH2:1]([N:8]1[CH2:21][CH2:20][C:19]2[C:18]3[C:17](Br)=[CH:16][CH:15]=[CH:14][C:13]=3[NH:12][C:11]=2[CH2:10][CH2:9]1)[C:2]1[CH:7]=[CH:6][CH:5]=[CH:4][CH:3]=1.[C:23](=[NH:36])([C:30]1[CH:35]=[CH:34][CH:33]=[CH:32][CH:31]=1)[C:24]1[CH:29]=[CH:28][CH:27]=[CH:26][CH:25]=1.CC(C)([O-])C.[Na+].O. The catalyst is C1(C)C=CC=CC=1.C1C=CC(/C=C/C(/C=C/C2C=CC=CC=2)=O)=CC=1.C1C=CC(/C=C/C(/C=C/C2C=CC=CC=2)=O)=CC=1.C1C=CC(/C=C/C(/C=C/C2C=CC=CC=2)=O)=CC=1.[Pd].[Pd].C1C=CC(P(C2C=CC3C(=CC=CC=3)C=2C2C3C(=CC=CC=3)C=CC=2P(C2C=CC=CC=2)C2C=CC=CC=2)C2C=CC=CC=2)=CC=1.C(OCC)(=O)C. The product is [C:23](=[N:36][C:17]1[C:18]2[C:19]3[CH2:20][CH2:21][N:8]([CH2:1][C:2]4[CH:7]=[CH:6][CH:5]=[CH:4][CH:3]=4)[CH2:9][CH2:10][C:11]=3[NH:12][C:13]=2[CH:14]=[CH:15][CH:16]=1)([C:30]1[CH:31]=[CH:32][CH:33]=[CH:34][CH:35]=1)[C:24]1[CH:29]=[CH:28][CH:27]=[CH:26][CH:25]=1. The yield is 0.940. (3) The reactants are [F:1][C:2]1[CH:7]=[C:6]([F:8])[CH:5]=[CH:4][C:3]=1[S:9]([NH:12][C:13]1[C:14]([O:29][CH3:30])=[N:15][CH:16]=[C:17]([C:19]2[CH:24]=[CH:23][N:22]3[N:25]=[CH:26][C:27](I)=[C:21]3[N:20]=2)[CH:18]=1)(=[O:11])=[O:10].C(N(CC)CC)C.[CH3:38][CH:39]([OH:42])[C:40]#[CH:41]. The catalyst is CN(C=O)C.C(Cl)Cl.CO.Cl[Pd](Cl)([P](C1C=CC=CC=1)(C1C=CC=CC=1)C1C=CC=CC=1)[P](C1C=CC=CC=1)(C1C=CC=CC=1)C1C=CC=CC=1.[Cu]I. The product is [F:1][C:2]1[CH:7]=[C:6]([F:8])[CH:5]=[CH:4][C:3]=1[S:9]([NH:12][C:13]1[C:14]([O:29][CH3:30])=[N:15][CH:16]=[C:17]([C:19]2[CH:24]=[CH:23][N:22]3[N:25]=[CH:26][C:27]([C:41]#[C:40][CH:39]([OH:42])[CH3:38])=[C:21]3[N:20]=2)[CH:18]=1)(=[O:11])=[O:10]. The yield is 0.488. (4) The reactants are [CH2:1]([C@:8]([OH:28])([CH2:25][CH2:26][OH:27])[C:9]([N:11]1[C@H:15]2[C:16]3[CH:17]=[CH:18][CH:19]=[CH:20][C:21]=3[CH2:22][C@H:14]2[O:13][C:12]1([CH3:24])[CH3:23])=[O:10])[C:2]1[CH:7]=[CH:6][CH:5]=[CH:4][CH:3]=1.CC(OI1(OC(C)=O)(OC(C)=O)OC(=O)C2C=CC=CC1=2)=O.C([O-])(O)=O.[Na+].[O-]S([O-])(=S)=O.[Na+].[Na+]. The catalyst is C(Cl)Cl.CCOCC. The product is [CH2:1]([C@@:8]([OH:28])([C:9]([N:11]1[C@H:15]2[C:16]3[CH:17]=[CH:18][CH:19]=[CH:20][C:21]=3[CH2:22][C@H:14]2[O:13][C:12]1([CH3:23])[CH3:24])=[O:10])[CH2:25][CH:26]=[O:27])[C:2]1[CH:7]=[CH:6][CH:5]=[CH:4][CH:3]=1. The yield is 0.640. (5) The reactants are FC(F)(F)S(O[C:7]1[CH2:8][CH2:9][N:10]([C:13]2[N:18]=[CH:17][CH:16]=[CH:15][N:14]=2)[CH2:11][CH:12]=1)(=O)=O.[B:21]1([B:21]2[O:25][C:24]([CH3:27])([CH3:26])[C:23]([CH3:29])([CH3:28])[O:22]2)[O:25][C:24]([CH3:27])([CH3:26])[C:23]([CH3:29])([CH3:28])[O:22]1.C([O-])(=O)C.[K+]. The yield is 0.754. The catalyst is C1(P(C2C=CC=CC=2)[C-]2C=CC=C2)C=CC=CC=1.[C-]1(P(C2C=CC=CC=2)C2C=CC=CC=2)C=CC=C1.[Fe+2]. The product is [CH3:28][C:23]1([CH3:29])[C:24]([CH3:27])([CH3:26])[O:25][B:21]([C:7]2[CH2:8][CH2:9][N:10]([C:13]3[N:18]=[CH:17][CH:16]=[CH:15][N:14]=3)[CH2:11][CH:12]=2)[O:22]1.